The task is: Predict the reaction yield, written as a fraction of the theoretical maximum amount of product (1.0 means a 100% yield; for example, 0.34 means a 34% yield).. This data is from Reaction yield outcomes from USPTO patents with 853,638 reactions. The reactants are [F:1][C:2]([F:23])([C:17]1[CH:22]=[CH:21][CH:20]=[CH:19][CH:18]=1)[CH2:3][NH:4][C:5]1[C:6](=[O:16])[N:7]([CH2:12][CH2:13][CH2:14]Br)[C:8]([CH3:11])=[CH:9][N:10]=1.[NH2:24][C:25]1[CH:30]=[CH:29][N:28]=[CH:27][CH:26]=1.N1C(C)=CC=CC=1C. The catalyst is O1CCOCC1. The product is [F:1][C:2]([F:23])([C:17]1[CH:22]=[CH:21][CH:20]=[CH:19][CH:18]=1)[CH2:3][NH:4][C:5]1[C:6](=[O:16])[N:7]([CH2:12][CH2:13][CH2:14][C:27]2[CH:26]=[C:25]([NH2:24])[CH:30]=[CH:29][N:28]=2)[C:8]([CH3:11])=[CH:9][N:10]=1. The yield is 0.920.